This data is from Forward reaction prediction with 1.9M reactions from USPTO patents (1976-2016). The task is: Predict the product of the given reaction. Given the reactants [CH2:1]([C:3]1[CH:8]=[C:7]([O:9][CH3:10])[CH:6]=[C:5]([CH2:11][CH3:12])[C:4]=1[CH:13]([C:15]1[NH:16][CH:17]=[CH:18][N:19]=1)O)[CH3:2].C([SiH](CC)CC)C.FC(F)(F)C(O)=O, predict the reaction product. The product is: [CH2:1]([C:3]1[CH:8]=[C:7]([O:9][CH3:10])[CH:6]=[C:5]([CH2:11][CH3:12])[C:4]=1[CH2:13][C:15]1[NH:19][CH:18]=[CH:17][N:16]=1)[CH3:2].